This data is from Full USPTO retrosynthesis dataset with 1.9M reactions from patents (1976-2016). The task is: Predict the reactants needed to synthesize the given product. (1) Given the product [NH2:23][CH:24]1[CH2:29][CH2:28][CH:27]([NH:30][C:18]2[N:17]=[C:16]([N:14]([C:3]3[C:2]([F:1])=[CH:7][N:6]=[C:5]([C:8]4[CH:13]=[CH:12][CH:11]=[CH:10][CH:9]=4)[N:4]=3)[CH3:15])[CH:21]=[CH:20][N:19]=2)[CH2:26][CH2:25]1, predict the reactants needed to synthesize it. The reactants are: [F:1][C:2]1[C:3]([N:14]([C:16]2[CH:21]=[CH:20][N:19]=[C:18](F)[N:17]=2)[CH3:15])=[N:4][C:5]([C:8]2[CH:13]=[CH:12][CH:11]=[CH:10][CH:9]=2)=[N:6][CH:7]=1.[NH2:23][C@H:24]1[CH2:29][CH2:28][C@H:27]([NH2:30])[CH2:26][CH2:25]1. (2) Given the product [P:5]([O-:9])([OH:8])([OH:7])=[O:6].[K+:16].[Na+:10].[P:11]([O-:15])([OH:14])([OH:13])=[O:12].[C:1]([O-:4])(=[O:3])[CH3:2].[Na+:10], predict the reactants needed to synthesize it. The reactants are: [C:1]([O-:4])(=[O:3])[CH3:2].[P:5]([O-:9])([OH:8])([OH:7])=[O:6].[Na+:10].[P:11]([O-:15])([OH:14])([OH:13])=[O:12].[K+:16]. (3) Given the product [CH:10]1[C:11]2[CH:12]([CH2:14][O:15][C:16]([NH:18][CH:19]([CH2:24][CH2:25][CH2:26][CH2:27][NH:28][C:67](=[O:68])[CH2:66][S:65][C:62]3[N:61]([C:70]4[C:79]5[C:74](=[CH:75][CH:76]=[CH:77][CH:78]=5)[C:73]([CH:80]5[CH2:82][CH2:81]5)=[CH:72][CH:71]=4)[C:60]([Br:59])=[N:64][N:63]=3)[C:20]([O:22][CH3:23])=[O:21])=[O:17])[C:13]3[C:5](=[CH:4][CH:3]=[CH:2][CH:1]=3)[C:6]=2[CH:7]=[CH:8][CH:9]=1, predict the reactants needed to synthesize it. The reactants are: [CH:1]1[C:13]2[CH:12]([CH2:14][O:15][C:16]([NH:18][CH:19]([CH2:24][CH2:25][CH2:26][CH2:27][NH2:28])[C:20]([O:22][CH3:23])=[O:21])=[O:17])[C:11]3[C:6](=[CH:7][CH:8]=[CH:9][CH:10]=3)[C:5]=2[CH:4]=[CH:3][CH:2]=1.Cl.C(N=C=NCCCN(C)C)C.ON1C2N=CC=CC=2N=N1.N1C(C)=CC=CC=1C.[Br:59][C:60]1[N:61]([C:70]2[C:79]3[C:74](=[CH:75][CH:76]=[CH:77][CH:78]=3)[C:73]([CH:80]3[CH2:82][CH2:81]3)=[CH:72][CH:71]=2)[C:62]([S:65][CH2:66][C:67](O)=[O:68])=[N:63][N:64]=1. (4) Given the product [ClH:17].[NH2:11][C@H:4]1[C:5]2[C:10](=[CH:9][CH:8]=[CH:7][CH:6]=2)[O:1][CH2:2][CH2:3]1, predict the reactants needed to synthesize it. The reactants are: [O:1]1[C:10]2[C:5](=[CH:6][CH:7]=[CH:8][CH:9]=2)[C@H:4]([NH:11]C(=O)COC)[CH2:3][CH2:2]1.[ClH:17]. (5) Given the product [CH3:9][O:10][CH2:11][CH2:12][O:13][CH2:14][O:15][C:16]1[CH:21]=[CH:20][C:19]([C@@H:22]2[CH2:2][C@H:23]2[N+:24]([O-:26])=[O:25])=[CH:18][CH:17]=1, predict the reactants needed to synthesize it. The reactants are: [I-].[CH3:2][S+](C)(C)=O.[H-].[Na+].[CH3:9][O:10][CH2:11][CH2:12][O:13][CH2:14][O:15][C:16]1[CH:21]=[CH:20][C:19](/[CH:22]=[CH:23]/[N+:24]([O-:26])=[O:25])=[CH:18][CH:17]=1.O. (6) Given the product [CH2:1]([O:5][C:6]1[CH:7]=[C:8]([CH:25]=[CH:26][CH:27]=1)[CH2:9][N:10]1[CH2:14][CH2:13][CH:12]([C:15]2[O:19][C:18]([CH2:20][OH:21])=[N:17][N:16]=2)[CH2:11]1)[CH:2]([CH3:4])[CH3:3], predict the reactants needed to synthesize it. The reactants are: [CH2:1]([O:5][C:6]1[CH:7]=[C:8]([CH:25]=[CH:26][CH:27]=1)[CH2:9][N:10]1[CH2:14][CH2:13][CH:12]([C:15]2[O:19][C:18]([CH2:20][O:21]C(=O)C)=[N:17][N:16]=2)[CH2:11]1)[CH:2]([CH3:4])[CH3:3].O.C(=O)([O-])[O-].[K+].[K+]. (7) Given the product [C:24]([C:7]1[C:6]([OH:28])=[CH:5][C:10]2[CH2:11][C:12]([CH2:19][CH2:20][CH2:21][CH2:22][CH3:23])([CH2:14][CH2:15][CH2:16][CH2:17][CH3:18])[O:13][C:9]=2[CH:8]=1)([CH3:25])([CH3:27])[CH3:26], predict the reactants needed to synthesize it. The reactants are: C([C:5]1[C:10]2[CH2:11][C:12]([CH2:19][CH2:20][CH2:21][CH2:22][CH3:23])([CH2:14][CH2:15][CH2:16][CH2:17][CH3:18])[O:13][C:9]=2[CH:8]=[C:7]([C:24]([CH3:27])([CH3:26])[CH3:25])[C:6]=1[OH:28])(C)(C)C.O. (8) Given the product [CH2:15]([N:4]1[N:3]=[C:2]([Br:1])[C:11]2[C:6](=[CH:7][CH:8]=[CH:9][CH:10]=2)[C:5]1=[O:12])[C:16]1[CH:21]=[CH:20][CH:19]=[CH:18][CH:17]=1, predict the reactants needed to synthesize it. The reactants are: [Br:1][C:2]1[C:11]2[C:6](=[CH:7][CH:8]=[CH:9][CH:10]=2)[C:5](=[O:12])[NH:4][N:3]=1.[H-].[Na+].[CH2:15](Br)[C:16]1[CH:21]=[CH:20][CH:19]=[CH:18][CH:17]=1. (9) Given the product [F:12][CH:13]([F:21])[O:1][CH2:2][C:3]1([C:7]([O:9][CH2:10][CH3:11])=[O:8])[CH2:6][CH2:5][CH2:4]1, predict the reactants needed to synthesize it. The reactants are: [OH:1][CH2:2][C:3]1([C:7]([O:9][CH2:10][CH3:11])=[O:8])[CH2:6][CH2:5][CH2:4]1.[F:12][C:13]([F:21])(S(F)(=O)=O)C(O)=O. (10) Given the product [F:1][C:2]1[CH:3]=[CH:4][C:5]([CH2:6][CH:7]([C:8]([OH:16])=[O:9])[C:12]([OH:13])=[O:11])=[CH:17][CH:18]=1, predict the reactants needed to synthesize it. The reactants are: [F:1][C:2]1[CH:18]=[CH:17][C:5]([CH2:6][CH:7]2[C:12](=[O:13])[O:11]C(C)(C)[O:9][C:8]2=[O:16])=[CH:4][CH:3]=1.[OH-].[Na+].O.